From a dataset of NCI-60 drug combinations with 297,098 pairs across 59 cell lines. Regression. Given two drug SMILES strings and cell line genomic features, predict the synergy score measuring deviation from expected non-interaction effect. (1) Drug 1: CCC1=CC2CC(C3=C(CN(C2)C1)C4=CC=CC=C4N3)(C5=C(C=C6C(=C5)C78CCN9C7C(C=CC9)(C(C(C8N6C)(C(=O)OC)O)OC(=O)C)CC)OC)C(=O)OC. Drug 2: C1CC(CNC1)C2=CC=C(C=C2)N3C=C4C=CC=C(C4=N3)C(=O)N. Cell line: OVCAR3. Synergy scores: CSS=29.0, Synergy_ZIP=-7.05, Synergy_Bliss=-12.9, Synergy_Loewe=-14.0, Synergy_HSA=-12.6. (2) Drug 1: C1=CC(=C2C(=C1NCCNCCO)C(=O)C3=C(C=CC(=C3C2=O)O)O)NCCNCCO. Drug 2: C1=NNC2=C1C(=O)NC=N2. Cell line: CAKI-1. Synergy scores: CSS=57.4, Synergy_ZIP=-0.723, Synergy_Bliss=-2.30, Synergy_Loewe=-7.75, Synergy_HSA=2.59. (3) Drug 1: CN1C(=O)N2C=NC(=C2N=N1)C(=O)N. Drug 2: CC1C(C(CC(O1)OC2CC(CC3=C2C(=C4C(=C3O)C(=O)C5=CC=CC=C5C4=O)O)(C(=O)C)O)N)O. Cell line: DU-145. Synergy scores: CSS=39.2, Synergy_ZIP=0.162, Synergy_Bliss=-0.457, Synergy_Loewe=-6.30, Synergy_HSA=0.299. (4) Drug 1: C1CCC(C1)C(CC#N)N2C=C(C=N2)C3=C4C=CNC4=NC=N3. Drug 2: CN1CCC(CC1)COC2=C(C=C3C(=C2)N=CN=C3NC4=C(C=C(C=C4)Br)F)OC. Cell line: ACHN. Synergy scores: CSS=15.9, Synergy_ZIP=-5.63, Synergy_Bliss=3.68, Synergy_Loewe=-4.44, Synergy_HSA=3.32. (5) Drug 1: C1C(C(OC1N2C=NC3=C(N=C(N=C32)Cl)N)CO)O. Drug 2: COC1=C2C(=CC3=C1OC=C3)C=CC(=O)O2. Cell line: RPMI-8226. Synergy scores: CSS=18.9, Synergy_ZIP=-5.05, Synergy_Bliss=-1.51, Synergy_Loewe=-29.5, Synergy_HSA=-10.9. (6) Drug 1: CN(C)N=NC1=C(NC=N1)C(=O)N. Drug 2: CCC1=C2CN3C(=CC4=C(C3=O)COC(=O)C4(CC)O)C2=NC5=C1C=C(C=C5)O. Cell line: HCT-15. Synergy scores: CSS=32.1, Synergy_ZIP=-0.743, Synergy_Bliss=0.582, Synergy_Loewe=-22.0, Synergy_HSA=-0.484.